This data is from NCI-60 drug combinations with 297,098 pairs across 59 cell lines. The task is: Regression. Given two drug SMILES strings and cell line genomic features, predict the synergy score measuring deviation from expected non-interaction effect. (1) Drug 1: COC1=C(C=C2C(=C1)N=CN=C2NC3=CC(=C(C=C3)F)Cl)OCCCN4CCOCC4. Drug 2: CN(CC1=CN=C2C(=N1)C(=NC(=N2)N)N)C3=CC=C(C=C3)C(=O)NC(CCC(=O)O)C(=O)O. Cell line: ACHN. Synergy scores: CSS=65.5, Synergy_ZIP=-1.89, Synergy_Bliss=-2.49, Synergy_Loewe=0.646, Synergy_HSA=3.53. (2) Drug 1: CS(=O)(=O)CCNCC1=CC=C(O1)C2=CC3=C(C=C2)N=CN=C3NC4=CC(=C(C=C4)OCC5=CC(=CC=C5)F)Cl. Cell line: OVCAR3. Drug 2: C1CC(=O)NC(=O)C1N2C(=O)C3=CC=CC=C3C2=O. Synergy scores: CSS=12.8, Synergy_ZIP=-1.10, Synergy_Bliss=1.79, Synergy_Loewe=-5.17, Synergy_HSA=0.937. (3) Drug 1: C1=CC(=CC=C1C#N)C(C2=CC=C(C=C2)C#N)N3C=NC=N3. Drug 2: CC1CCC2CC(C(=CC=CC=CC(CC(C(=O)C(C(C(=CC(C(=O)CC(OC(=O)C3CCCCN3C(=O)C(=O)C1(O2)O)C(C)CC4CCC(C(C4)OC)O)C)C)O)OC)C)C)C)OC. Cell line: OVCAR-8. Synergy scores: CSS=14.7, Synergy_ZIP=-1.61, Synergy_Bliss=5.13, Synergy_Loewe=-3.67, Synergy_HSA=2.39. (4) Drug 1: CC1CCC2CC(C(=CC=CC=CC(CC(C(=O)C(C(C(=CC(C(=O)CC(OC(=O)C3CCCCN3C(=O)C(=O)C1(O2)O)C(C)CC4CCC(C(C4)OC)OCCO)C)C)O)OC)C)C)C)OC. Drug 2: C1CN(CCN1C(=O)CCBr)C(=O)CCBr. Cell line: T-47D. Synergy scores: CSS=41.1, Synergy_ZIP=-2.31, Synergy_Bliss=-2.00, Synergy_Loewe=-19.9, Synergy_HSA=4.17. (5) Drug 1: CCC1(CC2CC(C3=C(CCN(C2)C1)C4=CC=CC=C4N3)(C5=C(C=C6C(=C5)C78CCN9C7C(C=CC9)(C(C(C8N6C=O)(C(=O)OC)O)OC(=O)C)CC)OC)C(=O)OC)O.OS(=O)(=O)O. Drug 2: COCCOC1=C(C=C2C(=C1)C(=NC=N2)NC3=CC=CC(=C3)C#C)OCCOC.Cl. Cell line: M14. Synergy scores: CSS=16.5, Synergy_ZIP=1.31, Synergy_Bliss=4.36, Synergy_Loewe=-3.37, Synergy_HSA=1.48.